Dataset: Catalyst prediction with 721,799 reactions and 888 catalyst types from USPTO. Task: Predict which catalyst facilitates the given reaction. (1) The catalyst class is: 1. Reactant: [NH2:1][C:2]1[CH:11]=[C:10]([Cl:12])[CH:9]=[CH:8][C:3]=1[C:4](OC)=[O:5].[H-].[H-].[H-].[H-].[Li+].[Al+3]. Product: [NH2:1][C:2]1[CH:11]=[C:10]([Cl:12])[CH:9]=[CH:8][C:3]=1[CH2:4][OH:5]. (2) Product: [F:15][C:16]1[N:21]=[CH:20][C:19]([NH:22][C:1](=[O:8])[O:2][CH2:3][C:4]([Cl:7])([Cl:6])[Cl:5])=[CH:18][CH:17]=1. Reactant: [C:1](Cl)(=[O:8])[O:2][CH2:3][C:4]([Cl:7])([Cl:6])[Cl:5].C1COCC1.[F:15][C:16]1[N:21]=[CH:20][C:19]([NH2:22])=[CH:18][CH:17]=1.C(N(CC)CC)C. The catalyst class is: 6.